The task is: Predict the reactants needed to synthesize the given product.. This data is from Full USPTO retrosynthesis dataset with 1.9M reactions from patents (1976-2016). Given the product [CH3:1][C:2]1[CH:7]=[C:6]([CH3:8])[N:5]=[C:4]([N:9]2[CH2:16][CH:15]3[CH2:14][N:13]([C:25]([C:24]4[CH:28]=[CH:29][C:30]([CH3:32])=[CH:31][C:23]=4[O:22][CH3:21])=[O:26])[CH2:12][CH:11]3[CH2:10]2)[N:3]=1, predict the reactants needed to synthesize it. The reactants are: [CH3:1][C:2]1[CH:7]=[C:6]([CH3:8])[N:5]=[C:4]([N:9]2[CH2:16][CH:15]3[CH:11]([CH2:12][NH:13][CH2:14]3)[CH2:10]2)[N:3]=1.CC(O)=O.[CH3:21][O:22][C:23]1[CH:31]=[C:30]([CH3:32])[CH:29]=[CH:28][C:24]=1[C:25](O)=[O:26].